This data is from Catalyst prediction with 721,799 reactions and 888 catalyst types from USPTO. The task is: Predict which catalyst facilitates the given reaction. Reactant: [Cl:1][C:2]1[CH:7]=[C:6]([F:8])[CH:5]=[CH:4][C:3]=1[NH:9][S:10]([CH:13]1[C:18]([C:19]([O:21][CH2:22][CH3:23])=[O:20])=[CH:17][CH2:16][CH2:15][CH2:14]1)(=[O:12])=[O:11].[C:24]([O:28][C:29]([N:31]([CH3:46])[CH2:32][C:33]([O:35][C:36]1[C:41]([CH3:42])=[CH:40][C:39]([CH2:43]Br)=[CH:38][C:37]=1[CH3:45])=[O:34])=[O:30])([CH3:27])([CH3:26])[CH3:25].C(=O)([O-])[O-].[K+].[K+]. Product: [C:24]([O:28][C:29]([N:31]([CH3:46])[CH2:32][C:33]([O:35][C:36]1[C:37]([CH3:45])=[CH:38][C:39]([CH2:43][N:9]([C:3]2[CH:4]=[CH:5][C:6]([F:8])=[CH:7][C:2]=2[Cl:1])[S:10]([CH:13]2[C:18]([C:19]([O:21][CH2:22][CH3:23])=[O:20])=[CH:17][CH2:16][CH2:15][CH2:14]2)(=[O:11])=[O:12])=[CH:40][C:41]=1[CH3:42])=[O:34])=[O:30])([CH3:27])([CH3:26])[CH3:25]. The catalyst class is: 42.